From a dataset of Retrosynthesis with 50K atom-mapped reactions and 10 reaction types from USPTO. Predict the reactants needed to synthesize the given product. (1) The reactants are: CC(C)Cc1ccc(C(C)C(=O)[O-])cc1.O=C1OC(Br)c2ccccc21. Given the product CC(C)Cc1ccc(C(C)C(=O)OC2OC(=O)c3ccccc32)cc1, predict the reactants needed to synthesize it. (2) Given the product CC(C)(C)OC(=O)N1CCC(CNCC2CCN(C(=O)OC(C)(C)C)CC2)CC1, predict the reactants needed to synthesize it. The reactants are: CC(C)(C)OC(=O)N1CCC(C=O)CC1.CC(C)(C)OC(=O)N1CCC(CN)CC1. (3) The reactants are: O=C(NCCCCO)c1cccc(Br)c1. Given the product O=CCCCNC(=O)c1cccc(Br)c1, predict the reactants needed to synthesize it. (4) The reactants are: CC(C)COC(=O)Cl.Cc1c(NC(=O)C(CS)Cc2ccccc2)cccc1C(=O)O. Given the product Cc1c(NC(=O)C(CSC(=O)OCC(C)C)Cc2ccccc2)cccc1C(=O)O, predict the reactants needed to synthesize it. (5) Given the product COC(=O)c1ccc(CNC(=O)[C@@H]2N[C@@H](CC(C)(C)C)[C@](C#N)(c3ccc(Cl)cc3F)[C@H]2c2cccc(Cl)c2F)cc1OC, predict the reactants needed to synthesize it. The reactants are: CC(C)(C)CC1NC(C(=O)O)C(c2cccc(Cl)c2F)C1(C#N)c1ccc(Cl)cc1F.COC(=O)c1ccc(CN)cc1OC. (6) The reactants are: O=C(NNC(=O)c1ccc(I)cc1)c1ccccc1. Given the product Ic1ccc(-c2nnc(-c3ccccc3)o2)cc1, predict the reactants needed to synthesize it. (7) Given the product O=C(C[C@@H]1CCN(C(=O)C2CC2)C1)NNC(=O)Nc1ccc(Br)cc1C(F)(F)F, predict the reactants needed to synthesize it. The reactants are: NNC(=O)C[C@@H]1CCN(C(=O)C2CC2)C1.O=C=Nc1ccc(Br)cc1C(F)(F)F. (8) Given the product Cc1sc2c(c1CCN1CCC(c3noc4cc(F)ccc34)CC1)CCN(C(=O)c1ccccc1)C2, predict the reactants needed to synthesize it. The reactants are: Cc1sc2c(c1CCN1CCC(c3noc4cc(F)ccc34)CC1)CCNC2.O=C(Cl)c1ccccc1. (9) Given the product CC(C)c1ccc2c(c1)OC1(O)c3cccc(N)c3C(=O)C21NC(=O)/C=C/c1ccc(Cl)c(Cl)c1, predict the reactants needed to synthesize it. The reactants are: CC(C)c1ccc2c(c1)OC1(O)c3cccc([N+](=O)[O-])c3C(=O)C21NC(=O)/C=C/c1ccc(Cl)c(Cl)c1. (10) Given the product CN1CCN(S(=O)(=O)c2ccc3[nH]c(=O)c4[nH]cc(C(=O)O)c4c3c2)CC1, predict the reactants needed to synthesize it. The reactants are: CN1CCNCC1.O=C(O)c1c[nH]c2c(=O)[nH]c3ccc(S(=O)(=O)Cl)cc3c12.